From a dataset of Full USPTO retrosynthesis dataset with 1.9M reactions from patents (1976-2016). Predict the reactants needed to synthesize the given product. (1) The reactants are: [C:1]1([S:7]([N:10]2[C:14]3=[N:15][CH:16]=[CH:17][CH:18]=[C:13]3[CH:12]=[C:11]2[C:19](OS(C2C=CC(C)=CC=2)(=O)=O)=[CH:20][CH:21]([CH3:23])[CH3:22])(=[O:9])=[O:8])[CH:6]=[CH:5][CH:4]=[CH:3][CH:2]=1.[CH2:35]([O:37][C:38]1[CH:39]=[C:40](B(O)O)[CH:41]=[CH:42][CH:43]=1)[CH3:36].C(=O)([O-])[O-].[Na+].[Na+]. Given the product [CH2:35]([O:37][C:38]1[CH:43]=[C:42]([C:19]([C:11]2[N:10]([S:7]([C:1]3[CH:6]=[CH:5][CH:4]=[CH:3][CH:2]=3)(=[O:9])=[O:8])[C:14]3=[N:15][CH:16]=[CH:17][CH:18]=[C:13]3[CH:12]=2)=[CH:20][CH:21]([CH3:22])[CH3:23])[CH:41]=[CH:40][CH:39]=1)[CH3:36], predict the reactants needed to synthesize it. (2) Given the product [C:1]1([C:14]2[CH:15]=[CH:16][CH:17]=[CH:18][CH:19]=2)[CH:2]=[CH:3][C:4]([C@@H:7]2[CH2:12][CH2:11][O:10][CH2:9][C@H:8]2[NH:13][S:34]([CH:31]([CH3:33])[CH3:32])(=[O:36])=[O:35])=[CH:5][CH:6]=1, predict the reactants needed to synthesize it. The reactants are: [C:1]1([C:14]2[CH:19]=[CH:18][CH:17]=[CH:16][CH:15]=2)[CH:6]=[CH:5][C:4]([C@@H:7]2[CH2:12][CH2:11][O:10][CH2:9][C@H:8]2[NH2:13])=[CH:3][CH:2]=1.C1CCN2C(=NCCC2)CC1.[CH:31]([S:34](Cl)(=[O:36])=[O:35])([CH3:33])[CH3:32]. (3) Given the product [CH:17]1([N:16]2[C:15]3[C:14]4[CH:13]=[CH:12][CH:11]=[C:10]([O:22][CH3:23])[C:9]=4[N:8]=[CH:7][C:6]=3[C:4](=[O:5])[N:24]([C:27]3[CH:32]=[CH:31][CH:30]=[C:29]([CH3:33])[C:28]=3[CH3:34])[C:25]2=[O:26])[CH2:21][CH2:20][CH2:19][CH2:18]1, predict the reactants needed to synthesize it. The reactants are: C(O[C:4]([C:6]1[CH:7]=[N:8][C:9]2[C:14]([C:15]=1[NH:16][CH:17]1[CH2:21][CH2:20][CH2:19][CH2:18]1)=[CH:13][CH:12]=[CH:11][C:10]=2[O:22][CH3:23])=[O:5])C.[N:24]([C:27]1[CH:32]=[CH:31][CH:30]=[C:29]([CH3:33])[C:28]=1[CH3:34])=[C:25]=[O:26]. (4) Given the product [CH2:34]([NH:33][C:31]([NH:30][C:27]1[CH:26]=[CH:25][C:24]([CH2:23][CH2:22][C:14]2[N:13]([C:10]3[CH:11]=[CH:12][C:7]([CH2:6][CH2:5][NH:4][CH2:68][C@H:66]([OH:67])[CH2:65][O:64][C:61]4[CH:62]=[CH:63][C:58]([OH:57])=[CH:59][CH:60]=4)=[CH:8][CH:9]=3)[C:17]3=[N:18][CH:19]=[CH:20][CH:21]=[C:16]3[N:15]=2)=[CH:29][CH:28]=1)=[O:32])[CH2:35][CH2:36][CH2:37][CH2:38][CH3:39], predict the reactants needed to synthesize it. The reactants are: C(O)=O.[NH2:4][CH2:5][CH2:6][C:7]1[CH:12]=[CH:11][C:10]([N:13]2[C:17]3=[N:18][CH:19]=[CH:20][CH:21]=[C:16]3[N:15]=[C:14]2[CH2:22][CH2:23][C:24]2[CH:29]=[CH:28][C:27]([NH:30][C:31]([NH:33][CH2:34][CH2:35][CH2:36][CH2:37][CH2:38][CH3:39])=[O:32])=[CH:26][CH:25]=2)=[CH:9][CH:8]=1.C([Si]([O:57][C:58]1[CH:63]=[CH:62][C:61]([O:64][CH2:65][CH:66]2[CH2:68][O:67]2)=[CH:60][CH:59]=1)(C1C=CC=CC=1)C1C=CC=CC=1)(C)(C)C.